This data is from NCI-60 drug combinations with 297,098 pairs across 59 cell lines. The task is: Regression. Given two drug SMILES strings and cell line genomic features, predict the synergy score measuring deviation from expected non-interaction effect. Drug 1: CS(=O)(=O)OCCCCOS(=O)(=O)C. Drug 2: C1CNP(=O)(OC1)N(CCCl)CCCl. Cell line: HCT116. Synergy scores: CSS=18.7, Synergy_ZIP=0.751, Synergy_Bliss=3.00, Synergy_Loewe=-29.5, Synergy_HSA=-1.45.